From a dataset of Full USPTO retrosynthesis dataset with 1.9M reactions from patents (1976-2016). Predict the reactants needed to synthesize the given product. (1) Given the product [NH:8]1[C:5]2[CH:6]=[CH:7][CH:2]=[CH:3][C:4]=2[N:28]=[C:9]1[NH2:29], predict the reactants needed to synthesize it. The reactants are: I[C:2]1[CH:3]=[C:4]([NH2:28])[C:5]([NH:8][CH2:9]C2C=CC(OCC3C=NC(OC)=CC=3)=C(OC)C=2)=[CH:6][CH:7]=1.[N:29]#CBr.[OH-].[Na+]. (2) Given the product [N:12]1[CH:17]=[CH:16][N:15]=[CH:14][C:13]=1[C:18]([NH2:3])=[O:20], predict the reactants needed to synthesize it. The reactants are: CC[N:3](C1C=CC=CC=1)CC.[N:12]1[CH:17]=[CH:16][N:15]=[CH:14][C:13]=1[C:18]([OH:20])=O.Cl.CN(C)CCCN=C=NCC.ON1C2C=CC=CC=2N=N1. (3) Given the product [C:1]1([C@@H:7]2[CH2:11][N:10]([CH2:24][C:25]([F:28])([F:27])[F:26])[CH2:9][C@H:8]2[NH2:12])[CH:2]=[CH:3][CH:4]=[CH:5][CH:6]=1, predict the reactants needed to synthesize it. The reactants are: [C:1]1([C@@H:7]2[CH2:11][NH:10][CH2:9][C@H:8]2[NH:12]C(=O)[O-])[CH:6]=[CH:5][CH:4]=[CH:3][CH:2]=1.[H-].[Na+].FC(F)(F)S(O[CH2:24][C:25]([F:28])([F:27])[F:26])(=O)=O. (4) Given the product [CH2:38]([S:35]([NH:34][C:32](=[O:33])/[C:31](/[CH3:45])=[CH:30]/[C@@H:29]([N:27]([CH3:28])[C:25](=[O:26])[C@@H:24]([NH:23][C:10](=[O:12])[C@@H:9]([NH:8][CH3:22])[C:13]([CH:16]1[CH2:17][CH2:18][CH2:19][CH2:20][CH2:21]1)([CH3:14])[CH3:15])[C:49]([CH3:50])([CH3:51])[CH3:52])[CH:46]([CH3:47])[CH3:48])(=[O:36])=[O:37])[C:39]1[CH:44]=[CH:43][CH:42]=[CH:41][CH:40]=1, predict the reactants needed to synthesize it. The reactants are: C(OC([N:8]([CH3:22])[C@@H:9]([C:13]([CH:16]1[CH2:21][CH2:20][CH2:19][CH2:18][CH2:17]1)([CH3:15])[CH3:14])[C:10]([OH:12])=O)=O)(C)(C)C.[NH2:23][C@@H:24]([C:49]([CH3:52])([CH3:51])[CH3:50])[C:25]([N:27]([C@@H:29]([CH:46]([CH3:48])[CH3:47])/[CH:30]=[C:31](\[CH3:45])/[C:32]([NH:34][S:35]([CH2:38][C:39]1[CH:44]=[CH:43][CH:42]=[CH:41][CH:40]=1)(=[O:37])=[O:36])=[O:33])[CH3:28])=[O:26].